From a dataset of Forward reaction prediction with 1.9M reactions from USPTO patents (1976-2016). Predict the product of the given reaction. (1) Given the reactants [F:1][C:2]1[CH:3]=[C:4]([OH:11])[CH:5]=[CH:6][C:7]=1[N+:8]([O-:10])=[O:9].[C:12]([O:16][C:17]([N:19]1[CH2:24][CH2:23][CH:22]([CH2:25]O)[CH2:21][CH2:20]1)=[O:18])([CH3:15])([CH3:14])[CH3:13].C1(P(C2C=CC=CC=2)C2C=CC=CC=2)C=CC=CC=1.N(C(OC(C)C)=O)=NC(OC(C)C)=O, predict the reaction product. The product is: [C:12]([O:16][C:17]([N:19]1[CH2:24][CH2:23][CH:22]([CH2:25][O:11][C:4]2[CH:5]=[CH:6][C:7]([N+:8]([O-:10])=[O:9])=[C:2]([F:1])[CH:3]=2)[CH2:21][CH2:20]1)=[O:18])([CH3:15])([CH3:13])[CH3:14]. (2) Given the reactants [C:1]([O:4][CH2:5][C@H:6]1[CH2:11][CH2:10][C@H:9]([O:12][C@@H:13]([C:15]2[CH:20]=[C:19]([C:21]([F:24])([F:23])[F:22])[CH:18]=[C:17]([C:25]([F:28])([F:27])[F:26])[CH:16]=2)[CH3:14])[C@@H:8]([C:29]2[CH:34]=[CH:33][C:32]([F:35])=[CH:31][CH:30]=2)[C@@H:7]1[CH2:36][NH:37]CC1C=CC=CC=1)(=[O:3])[CH3:2], predict the reaction product. The product is: [C:1]([O:4][CH2:5][C@H:6]1[CH2:11][CH2:10][C@H:9]([O:12][C@@H:13]([C:15]2[CH:20]=[C:19]([C:21]([F:24])([F:23])[F:22])[CH:18]=[C:17]([C:25]([F:26])([F:27])[F:28])[CH:16]=2)[CH3:14])[C@@H:8]([C:29]2[CH:30]=[CH:31][C:32]([F:35])=[CH:33][CH:34]=2)[C@@H:7]1[CH2:36][NH2:37])(=[O:3])[CH3:2]. (3) The product is: [CH3:11][N:12]([CH3:14])[CH:13]=[CH:2][C:1]([C:4]1[O:5][CH:6]=[CH:7][CH:8]=1)=[O:3]. Given the reactants [C:1]([C:4]1[O:5][CH:6]=[CH:7][CH:8]=1)(=[O:3])[CH3:2].CO[CH:11](OC)[N:12]([CH3:14])[CH3:13], predict the reaction product. (4) Given the reactants [CH3:1][O:2][C:3]1[CH:8]=[C:7]([N:9]2[CH2:14][CH2:13][CH:12]([N:15]3[CH2:20][CH2:19][O:18][CH2:17][CH2:16]3)[CH2:11][CH2:10]2)[CH:6]=[CH:5][C:4]=1[NH2:21].CS([C:25]1[N:30]=[CH:29][C:28]2=[CH:31][CH:32]=[C:33]([C:34]3[CH:39]=[CH:38][CH:37]=[CH:36][C:35]=3[S:40]([CH3:43])(=[O:42])=[O:41])[N:27]2[N:26]=1)=O, predict the reaction product. The product is: [CH3:43][S:40]([C:35]1[CH:36]=[CH:37][CH:38]=[CH:39][C:34]=1[C:33]1[N:27]2[C:28]([CH:29]=[N:30][C:25]([NH:21][C:4]3[CH:5]=[CH:6][C:7]([N:9]4[CH2:14][CH2:13][CH:12]([N:15]5[CH2:20][CH2:19][O:18][CH2:17][CH2:16]5)[CH2:11][CH2:10]4)=[CH:8][C:3]=3[O:2][CH3:1])=[N:26]2)=[CH:31][CH:32]=1)(=[O:41])=[O:42]. (5) The product is: [C:28]1([C:2]2[N:7]=[C:6]([N:8]([C:15]3[CH:20]=[CH:19][CH:18]=[C:17]([C:47]4[CH:52]=[CH:51][CH:50]=[CH:49][CH:48]=4)[N:16]=3)[C:9]3[CH:14]=[CH:13][CH:12]=[CH:11][CH:10]=3)[CH:5]=[CH:4][CH:3]=2)[CH:33]=[CH:32][CH:31]=[CH:30][CH:29]=1. Given the reactants Br[C:2]1[N:7]=[C:6]([N:8]([C:15]2[CH:20]=[CH:19][CH:18]=[C:17](Br)[N:16]=2)[C:9]2[CH:14]=[CH:13][CH:12]=[CH:11][CH:10]=2)[CH:5]=[CH:4][CH:3]=1.C([O-])([O-])=O.[K+].[K+].[C:28]1(P([C:28]2[CH:33]=[CH:32][CH:31]=[CH:30][CH:29]=2)[C:28]2[CH:33]=[CH:32][CH:31]=[CH:30][CH:29]=2)[CH:33]=[CH:32][CH:31]=[CH:30][CH:29]=1.[C:47]1(B(O)O)[CH:52]=[CH:51][CH:50]=[CH:49][CH:48]=1, predict the reaction product.